This data is from NCI-60 drug combinations with 297,098 pairs across 59 cell lines. The task is: Regression. Given two drug SMILES strings and cell line genomic features, predict the synergy score measuring deviation from expected non-interaction effect. (1) Drug 1: CS(=O)(=O)C1=CC(=C(C=C1)C(=O)NC2=CC(=C(C=C2)Cl)C3=CC=CC=N3)Cl. Drug 2: CCC1(CC2CC(C3=C(CCN(C2)C1)C4=CC=CC=C4N3)(C5=C(C=C6C(=C5)C78CCN9C7C(C=CC9)(C(C(C8N6C=O)(C(=O)OC)O)OC(=O)C)CC)OC)C(=O)OC)O.OS(=O)(=O)O. Cell line: MDA-MB-231. Synergy scores: CSS=24.3, Synergy_ZIP=-7.42, Synergy_Bliss=-0.236, Synergy_Loewe=-21.4, Synergy_HSA=-1.25. (2) Drug 1: CN1CCC(CC1)COC2=C(C=C3C(=C2)N=CN=C3NC4=C(C=C(C=C4)Br)F)OC. Drug 2: C1CN(P(=O)(OC1)NCCCl)CCCl. Cell line: MCF7. Synergy scores: CSS=3.28, Synergy_ZIP=0.613, Synergy_Bliss=2.00, Synergy_Loewe=-4.43, Synergy_HSA=1.10. (3) Drug 1: C1=NC2=C(N1)C(=S)N=C(N2)N. Drug 2: CN(C(=O)NC(C=O)C(C(C(CO)O)O)O)N=O. Cell line: HL-60(TB). Synergy scores: CSS=61.2, Synergy_ZIP=-3.85, Synergy_Bliss=-5.20, Synergy_Loewe=-31.5, Synergy_HSA=-2.56. (4) Drug 1: CS(=O)(=O)CCNCC1=CC=C(O1)C2=CC3=C(C=C2)N=CN=C3NC4=CC(=C(C=C4)OCC5=CC(=CC=C5)F)Cl. Drug 2: CS(=O)(=O)OCCCCOS(=O)(=O)C. Cell line: SN12C. Synergy scores: CSS=13.7, Synergy_ZIP=-5.70, Synergy_Bliss=1.06, Synergy_Loewe=3.34, Synergy_HSA=3.60.